From a dataset of Full USPTO retrosynthesis dataset with 1.9M reactions from patents (1976-2016). Predict the reactants needed to synthesize the given product. (1) Given the product [Br:8][C:5]1[CH:6]=[CH:7][C:2]([N:15]2[CH2:14][CH2:13][N:12]([C:16]([O:18][C:19]([CH3:21])([CH3:20])[CH3:22])=[O:17])[CH2:11][C:10]2=[O:9])=[N:3][CH:4]=1, predict the reactants needed to synthesize it. The reactants are: Br[C:2]1[CH:7]=[CH:6][C:5]([Br:8])=[CH:4][N:3]=1.[O:9]=[C:10]1[NH:15][CH2:14][CH2:13][N:12]([C:16]([O:18][C:19]([CH3:22])([CH3:21])[CH3:20])=[O:17])[CH2:11]1.C([O-])([O-])=O.[Cs+].[Cs+]. (2) Given the product [CH3:1][C:2]1([CH3:16])[C:10]2[C:5](=[CH:6][CH:7]=[C:8]([C:11]([CH3:14])([CH3:13])[CH3:12])[CH:9]=2)[C:4](=[C:25]([C:24]([C:18]2([CH3:17])[CH2:23][CH2:22][CH2:21][CH2:20][CH2:19]2)=[O:28])[C:26]#[N:27])[CH2:3]1, predict the reactants needed to synthesize it. The reactants are: [CH3:1][C:2]1([CH3:16])[C:10]2[C:5](=[CH:6][CH:7]=[C:8]([C:11]([CH3:14])([CH3:13])[CH3:12])[CH:9]=2)[C:4](=O)[CH2:3]1.[CH3:17][C:18]1([C:24](=[O:28])[CH2:25][C:26]#[N:27])[CH2:23][CH2:22][CH2:21][CH2:20][CH2:19]1.